This data is from Catalyst prediction with 721,799 reactions and 888 catalyst types from USPTO. The task is: Predict which catalyst facilitates the given reaction. (1) Reactant: [F:1][C:2]1[CH:41]=[C:40]([F:42])[C:39]([F:43])=[CH:38][C:3]=1[CH2:4][O:5][CH2:6][C@@H:7]1[CH2:11][C@@H:10]([S:12]C(C2C=CC=CC=2)(C2C=CC=CC=2)C2C=CC=CC=2)[CH2:9][N:8]1[C:32]1[N:37]=[CH:36][CH:35]=[CH:34][N:33]=1.[C:44]([OH:50])([C:46]([F:49])([F:48])[F:47])=[O:45].C([SiH](C(C)C)C(C)C)(C)C. Product: [F:47][C:46]([F:49])([F:48])[C:44]([OH:50])=[O:45].[N:33]1[CH:34]=[CH:35][CH:36]=[N:37][C:32]=1[N:8]1[C@H:7]([CH2:6][O:5][CH2:4][C:3]2[CH:38]=[C:39]([F:43])[C:40]([F:42])=[CH:41][C:2]=2[F:1])[CH2:11][C@@H:10]([SH:12])[CH2:9]1. The catalyst class is: 2. (2) Reactant: [CH2:1]([N:8]1[C:16]2[C:15](=[O:17])[N:14]([CH3:18])[C:13](=[O:19])[N:12]([CH3:20])[C:11]=2[C:10]([C:21]#[N:22])=[C:9]1Br)[C:2]1[CH:7]=[CH:6][CH:5]=[CH:4][CH:3]=1.[C:24]([O:28][C:29](=[O:37])[NH:30][C@H:31]1[CH2:36][CH2:35][CH2:34][NH:33][CH2:32]1)([CH3:27])([CH3:26])[CH3:25]. Product: [C:24]([O:28][C:29](=[O:37])[NH:30][C@H:31]1[CH2:36][CH2:35][CH2:34][N:33]([C:9]2[N:8]([CH2:1][C:2]3[CH:7]=[CH:6][CH:5]=[CH:4][CH:3]=3)[C:16]3[C:15](=[O:17])[N:14]([CH3:18])[C:13](=[O:19])[N:12]([CH3:20])[C:11]=3[C:10]=2[C:21]#[N:22])[CH2:32]1)([CH3:27])([CH3:25])[CH3:26]. The catalyst class is: 44. (3) Reactant: [CH2:1]([O:8][C:9]([NH:11][CH2:12][CH2:13][C@H:14]([NH:18][C:19]([O:21][C:22]([CH3:25])([CH3:24])[CH3:23])=[O:20])[C:15](O)=[O:16])=[O:10])[C:2]1[CH:7]=[CH:6][CH:5]=[CH:4][CH:3]=1.CN1CCOCC1.ClC(OCC)=O.[H-].[Al+3].[Li+].[H-].[H-].[H-]. Product: [CH2:1]([O:8][C:9](=[O:10])[NH:11][CH2:12][CH2:13][C@H:14]([NH:18][C:19]([O:21][C:22]([CH3:24])([CH3:23])[CH3:25])=[O:20])[CH2:15][OH:16])[C:2]1[CH:3]=[CH:4][CH:5]=[CH:6][CH:7]=1. The catalyst class is: 7.